From a dataset of Catalyst prediction with 721,799 reactions and 888 catalyst types from USPTO. Predict which catalyst facilitates the given reaction. (1) Reactant: [NH2:1][C:2]1[S:3][CH:4]=[C:5]([CH2:7][C:8]([O:10][CH2:11][CH3:12])=[O:9])[N:6]=1.[C:13](O)(=[O:15])[CH3:14]. The catalyst class is: 152. Product: [C:13]([NH:1][C:2]1[S:3][CH:4]=[C:5]([CH2:7][C:8]([O:10][CH2:11][CH3:12])=[O:9])[N:6]=1)(=[O:15])[CH3:14]. (2) Reactant: [N:1]1[C:5]2[CH:6]=[CH:7][CH:8]=[CH:9][C:4]=2[NH:3][C:2]=1[C:10]([OH:12])=O.CN(C(ON1N=[N:28][C:23]2[CH:24]=[CH:25][CH:26]=[CH:27][C:22]1=2)=[N+](C)C)C.[B-](F)(F)(F)F.[CH:35]1C=CC2N(O)N=NC=2[CH:40]=1.CC[N:47]([CH:51]([CH3:53])C)[CH:48]([CH3:50])C.[CH3:54]N(C=O)C. Product: [N:47]1[CH:48]=[CH:50][C:35]([CH2:40][C:26]2[CH:27]=[CH:22][C:23]([NH:28][C:10]([C:2]3[NH:1][C:5]4[CH:6]=[CH:7][CH:8]=[C:9]([CH3:54])[C:4]=4[N:3]=3)=[O:12])=[CH:24][CH:25]=2)=[CH:53][CH:51]=1. The catalyst class is: 6. (3) Reactant: [S:1]1[CH:5]=[CH:4][CH:3]=[C:2]1[C:6]([OH:8])=O.[Cl:9][C:10]1[NH:18][C:17]2[C:16](=[O:19])[N:15]([CH2:20][CH2:21][CH2:22][CH2:23]/[C:24](=[N:27]/[H])/[NH:25]O)[C:14](=[O:29])[N:13]([CH2:30][CH2:31][CH2:32][CH2:33][CH3:34])[C:12]=2[N:11]=1. Product: [Cl:9][C:10]1[NH:18][C:17]2[C:16](=[O:19])[N:15]([CH2:20][CH2:21][CH2:22][CH2:23][C:24]3[N:25]=[C:6]([C:2]4[S:1][CH:5]=[CH:4][CH:3]=4)[O:8][N:27]=3)[C:14](=[O:29])[N:13]([CH2:30][CH2:31][CH2:32][CH2:33][CH3:34])[C:12]=2[N:11]=1. The catalyst class is: 37. (4) Reactant: S(=O)(=O)(O)O.[OH:6][C:7]1[CH:12]=[CH:11][CH:10]=[C:9]([O:13][CH3:14])[C:8]=1[CH2:15][CH2:16][OH:17].[CH2:18]([OH:20])[CH3:19].C1(C)C=CC=CC=1. Product: [C:18]([O:17][CH2:16][CH2:15][C:8]1[C:9]([O:13][CH3:14])=[CH:10][CH:11]=[CH:12][C:7]=1[OH:6])(=[O:20])[CH3:19]. The catalyst class is: 86. (5) Reactant: [NH:1]1[C:9]2[CH:8]=[CH:7][CH:6]=[C:5]([C:10]#[N:11])[C:4]=2[CH:3]=[CH:2]1.[NH2:12][OH:13]. Product: [OH:13][N:12]=[C:10]([C:5]1[C:4]2[CH:3]=[CH:2][NH:1][C:9]=2[CH:8]=[CH:7][CH:6]=1)[NH2:11]. The catalyst class is: 5. (6) Reactant: [CH3:1][O:2][C:3](=[O:16])[CH2:4][C:5]1[CH:10]=[C:9]([C:11]([F:14])([F:13])[F:12])[CH:8]=[C:7]([OH:15])[CH:6]=1.C(=O)([O-])[O-].[Cs+].[Cs+].C1C=CC(N([S:30]([C:33]([F:36])([F:35])[F:34])(=[O:32])=[O:31])[S:30]([C:33]([F:36])([F:35])[F:34])(=[O:32])=[O:31])=CC=1.CCOC(C)=O. Product: [CH3:1][O:2][C:3](=[O:16])[CH2:4][C:5]1[CH:10]=[C:9]([C:11]([F:13])([F:12])[F:14])[CH:8]=[C:7]([O:15][S:30]([C:33]([F:36])([F:35])[F:34])(=[O:32])=[O:31])[CH:6]=1. The catalyst class is: 18. (7) Reactant: [CH3:1][N:2]1[CH2:7][CH2:6][N:5]([C:8](=O)[CH2:9][CH2:10][C:11]2[C:19]3[C:18](=O)[CH2:17][CH2:16][CH2:15][C:14]=3[NH:13][CH:12]=2)[CH2:4][CH2:3]1.[H-].[Al+3].[Li+].[H-].[H-].[H-].O.[OH-].[Na+]. Product: [CH3:1][N:2]1[CH2:3][CH2:4][N:5]([CH2:8][CH2:9][CH2:10][C:11]2[C:19]3[CH2:18][CH2:17][CH2:16][CH2:15][C:14]=3[NH:13][CH:12]=2)[CH2:6][CH2:7]1. The catalyst class is: 7. (8) Reactant: [NH2:1][CH2:2][CH:3]([C:5]1[CH:6]=[C:7]([C:11](=[O:32])[C:12](=[C:23]2[NH:27][C:26]3[CH:28]=[CH:29][CH:30]=[CH:31][C:25]=3[NH:24]2)[C:13]([C:15]2[CH:20]=[C:19]([F:21])[CH:18]=[C:17]([F:22])[CH:16]=2)=[O:14])[CH:8]=[CH:9][CH:10]=1)[OH:4].[C:33](OC(=O)C)(=[O:35])[CH3:34].C(=O)(O)[O-].[Na+]. Product: [F:22][C:17]1[CH:16]=[C:15]([C:13](=[O:14])[C:12](=[C:23]2[NH:27][C:26]3[CH:28]=[CH:29][CH:30]=[CH:31][C:25]=3[NH:24]2)[C:11]([C:7]2[CH:6]=[C:5]([CH:3]([OH:4])[CH2:2][NH:1][C:33](=[O:35])[CH3:34])[CH:10]=[CH:9][CH:8]=2)=[O:32])[CH:20]=[C:19]([F:21])[CH:18]=1. The catalyst class is: 17.